Dataset: Peptide-MHC class II binding affinity with 134,281 pairs from IEDB. Task: Regression. Given a peptide amino acid sequence and an MHC pseudo amino acid sequence, predict their binding affinity value. This is MHC class II binding data. (1) The peptide sequence is RPNAQRFGISNYCQI. The MHC is HLA-DQA10101-DQB10501 with pseudo-sequence HLA-DQA10101-DQB10501. The binding affinity (normalized) is 0.661. (2) The peptide sequence is GDTSSDLLIEALSAM. The MHC is DRB1_0101 with pseudo-sequence DRB1_0101. The binding affinity (normalized) is 0.658. (3) The peptide sequence is INEPTAAAKAYGLDR. The MHC is HLA-DQA10102-DQB10602 with pseudo-sequence HLA-DQA10102-DQB10602. The binding affinity (normalized) is 0.681. (4) The peptide sequence is INRNTGEIRTMNNFLDREIY. The MHC is DRB1_0101 with pseudo-sequence DRB1_0101. The binding affinity (normalized) is 0.265. (5) The peptide sequence is IVQTLNAMPEYQNLL. The MHC is DRB3_0101 with pseudo-sequence DRB3_0101. The binding affinity (normalized) is 0. (6) The peptide sequence is STVASAQIHLYYN. The MHC is HLA-DPA10301-DPB10402 with pseudo-sequence HLA-DPA10301-DPB10402. The binding affinity (normalized) is 0.369. (7) The peptide sequence is EATTDGLGWYKIEID. The MHC is DRB1_1501 with pseudo-sequence DRB1_1501. The binding affinity (normalized) is 0.343. (8) The binding affinity (normalized) is 0.383. The MHC is DRB1_0701 with pseudo-sequence DRB1_0701. The peptide sequence is GVTVDSIGMLPR. (9) The peptide sequence is SLMYFHKRDMRLLSL. The MHC is HLA-DQA10303-DQB10402 with pseudo-sequence HLA-DQA10303-DQB10402. The binding affinity (normalized) is 0.486.